This data is from Reaction yield outcomes from USPTO patents with 853,638 reactions. The task is: Predict the reaction yield, written as a fraction of the theoretical maximum amount of product (1.0 means a 100% yield; for example, 0.34 means a 34% yield). (1) The reactants are [CH:1]1([C:4]2[N:8]([C:9]([O:11][C:12]([CH3:15])([CH3:14])[CH3:13])=[O:10])[C:7]3[CH:16]=[C:17]([C:21]4[C:22]([CH3:27])=[N:23][O:24][C:25]=4[CH3:26])[CH:18]=[C:19](I)[C:6]=3[N:5]=2)[CH2:3][CH2:2]1.CON(C)[C:31]([CH:33]1[CH2:37][CH2:36][O:35][CH2:34]1)=[O:32].[Li]CCCC. The catalyst is C1COCC1. The product is [CH:1]1([C:4]2[N:8]([C:9]([O:11][C:12]([CH3:15])([CH3:14])[CH3:13])=[O:10])[C:7]3[CH:16]=[C:17]([C:21]4[C:22]([CH3:27])=[N:23][O:24][C:25]=4[CH3:26])[CH:18]=[C:19]([C:31]([CH:33]4[CH2:37][CH2:36][O:35][CH2:34]4)=[O:32])[C:6]=3[N:5]=2)[CH2:3][CH2:2]1. The yield is 0.460. (2) The reactants are Cl[C:2]1[N:7]([CH2:8][C:9]2[CH:14]=[CH:13][C:12]([O:15][CH3:16])=[CH:11][CH:10]=2)[C:6](=[O:17])[N:5]([CH3:18])[C:4](=[O:19])[CH:3]=1.CCOCC.[NH2:25][NH2:26]. The catalyst is CCO.CO. The product is [NH:25]([C:2]1[N:7]([CH2:8][C:9]2[CH:14]=[CH:13][C:12]([O:15][CH3:16])=[CH:11][CH:10]=2)[C:6](=[O:17])[N:5]([CH3:18])[C:4](=[O:19])[CH:3]=1)[NH2:26]. The yield is 0.840. (3) The reactants are O[N:2]1C2C=CC=CC=2N=N1.CCN=C=NCCCN(C)C.Cl.C(N(CC)C(C)C)(C)C.[C:32]([O:36][C:37]([N:39]1[CH2:43][CH2:42][CH:41]([C:44]2[CH:49]=[CH:48][C:47]([NH:50][C:51]3[N:56]=[C:55]([CH2:57][CH2:58][C:59]4[CH:64]=[CH:63][CH:62]=[CH:61][C:60]=4[CH2:65][C:66]([O-])=[O:67])[C:54]([C:69]([F:72])([F:71])[F:70])=[CH:53][N:52]=3)=[CH:46][CH:45]=2)[CH2:40]1)=[O:38])([CH3:35])([CH3:34])[CH3:33].[Li+].C(=O)([O-])[O-].[NH4+].[NH4+]. The catalyst is C1COCC1.CN(C=O)C. The product is [NH2:2][C:66](=[O:67])[CH2:65][C:60]1[CH:61]=[CH:62][CH:63]=[CH:64][C:59]=1[CH2:58][CH2:57][C:55]1[C:54]([C:69]([F:70])([F:72])[F:71])=[CH:53][N:52]=[C:51]([NH:50][C:47]2[CH:48]=[CH:49][C:44]([CH:41]3[CH2:42][CH2:43][N:39]([C:37]([O:36][C:32]([CH3:35])([CH3:33])[CH3:34])=[O:38])[CH2:40]3)=[CH:45][CH:46]=2)[N:56]=1. The yield is 0.620. (4) The catalyst is CN(C=O)C. The product is [ClH:22].[CH2:1]([O:8][C:9]1[CH:18]=[C:17]2[C:12]([C:13]([Cl:22])=[N:14][CH:15]=[N:16]2)=[CH:11][CH:10]=1)[C:2]1[CH:7]=[CH:6][CH:5]=[CH:4][CH:3]=1. The reactants are [CH2:1]([O:8][C:9]1[CH:18]=[C:17]2[C:12]([C:13](=O)[NH:14][CH:15]=[N:16]2)=[CH:11][CH:10]=1)[C:2]1[CH:7]=[CH:6][CH:5]=[CH:4][CH:3]=1.S(Cl)([Cl:22])=O. The yield is 0.860.